From a dataset of Full USPTO retrosynthesis dataset with 1.9M reactions from patents (1976-2016). Predict the reactants needed to synthesize the given product. (1) Given the product [O:9]=[C:5]1[CH2:6][CH2:7][CH2:8][N:2]([C:15]([O:14][C:11]([CH3:13])([CH3:12])[CH3:10])=[O:16])[CH2:3][CH2:4]1, predict the reactants needed to synthesize it. The reactants are: Cl.[NH:2]1[CH2:8][CH2:7][CH2:6][C:5](=[O:9])[CH2:4][CH2:3]1.[CH3:10][C:11]([O:14][C:15](O[C:15]([O:14][C:11]([CH3:13])([CH3:12])[CH3:10])=[O:16])=[O:16])([CH3:13])[CH3:12]. (2) Given the product [C:1]([O:4][CH2:5][C:6]([CH3:36])([CH3:35])[CH2:7][N:8]1[C:14]2[CH:15]=[CH:16][C:17]([Cl:19])=[CH:18][C:13]=2[C@@H:12]([C:20]2[CH:25]=[CH:24][CH:23]=[C:22]([O:26][CH3:27])[C:21]=2[O:28][CH3:29])[O:11][C@H:10]([CH2:30][C:31]([NH:53][C:54]2[C:62]3[O:61][C:60]([C:63]([O:65][CH2:66][CH3:67])=[O:64])=[CH:59][C:58]=3[CH:57]=[C:56]([Cl:68])[CH:55]=2)=[O:32])[C:9]1=[O:34])(=[O:3])[CH3:2], predict the reactants needed to synthesize it. The reactants are: [C:1]([O:4][CH2:5][C:6]([CH3:36])([CH3:35])[CH2:7][N:8]1[C:14]2[CH:15]=[CH:16][C:17]([Cl:19])=[CH:18][C:13]=2[C@@H:12]([C:20]2[CH:25]=[CH:24][CH:23]=[C:22]([O:26][CH3:27])[C:21]=2[O:28][CH3:29])[O:11][C@H:10]([CH2:30][C:31](O)=[O:32])[C:9]1=[O:34])(=[O:3])[CH3:2].C(N(CC)CC)C.ClC(OCC(C)C)=O.Cl.[NH2:53][C:54]1[C:62]2[O:61][C:60]([C:63]([O:65][CH2:66][CH3:67])=[O:64])=[CH:59][C:58]=2[CH:57]=[C:56]([Cl:68])[CH:55]=1.N1C=CC=CC=1. (3) Given the product [NH2:4][C:5]1[CH:10]=[C:9]([CH2:11][N:12]2[C:17]([N:18]([C:19]3[CH:26]=[C:25]([CH3:27])[CH:24]=[C:21]([C:22]#[N:23])[CH:20]=3)[C:1](=[O:2])[CH3:36])=[C:16]([CH:28]([CH3:30])[CH3:29])[C:15](=[O:31])[NH:14][C:13]2=[O:32])[CH:8]=[C:7]([F:33])[N:6]=1, predict the reactants needed to synthesize it. The reactants are: [CH3:1][O-:2].[Na+].[NH2:4][C:5]1[CH:10]=[C:9]([CH2:11][N:12]2[C:17]([NH:18][C:19]3[CH:20]=[C:21]([CH:24]=[C:25]([CH3:27])[CH:26]=3)[C:22]#[N:23])=[C:16]([CH:28]([CH3:30])[CH3:29])[C:15](=[O:31])[NH:14][C:13]2=[O:32])[CH:8]=[C:7]([F:33])[N:6]=1.[Cl-].[NH4+].[CH3:36]O. (4) Given the product [NH2:7][C:5]1[N:4]=[C:3]([C:10]([O:12][CH2:13][CH3:14])=[O:11])[N:2]([CH3:1])[CH:6]=1, predict the reactants needed to synthesize it. The reactants are: [CH3:1][N:2]1[CH:6]=[C:5]([N+:7]([O-])=O)[N:4]=[C:3]1[C:10]([O:12][CH2:13][CH3:14])=[O:11].[H][H]. (5) Given the product [CH3:1][N:2]([CH2:12][CH2:13][O:14][C:15]1[CH:22]=[CH:21][C:18]([CH:19]=[C:27]2[S:23][C:24](=[O:29])[NH:25][C:26]2=[O:28])=[CH:17][CH:16]=1)[C:3]1[O:4][C:5]2[CH:11]=[CH:10][CH:9]=[CH:8][C:6]=2[N:7]=1, predict the reactants needed to synthesize it. The reactants are: [CH3:1][N:2]([CH2:12][CH2:13][O:14][C:15]1[CH:22]=[CH:21][C:18]([CH:19]=O)=[CH:17][CH:16]=1)[C:3]1[O:4][C:5]2[CH:11]=[CH:10][CH:9]=[CH:8][C:6]=2[N:7]=1.[S:23]1[CH2:27][C:26](=[O:28])[NH:25][C:24]1=[O:29].C([O-])(=O)C.[NH2+]1CCCCC1.